This data is from NCI-60 drug combinations with 297,098 pairs across 59 cell lines. The task is: Regression. Given two drug SMILES strings and cell line genomic features, predict the synergy score measuring deviation from expected non-interaction effect. Drug 1: CC1C(C(CC(O1)OC2CC(CC3=C2C(=C4C(=C3O)C(=O)C5=C(C4=O)C(=CC=C5)OC)O)(C(=O)CO)O)N)O.Cl. Drug 2: CC(C)CN1C=NC2=C1C3=CC=CC=C3N=C2N. Cell line: MDA-MB-231. Synergy scores: CSS=16.6, Synergy_ZIP=-9.11, Synergy_Bliss=-4.50, Synergy_Loewe=-8.77, Synergy_HSA=-4.11.